Dataset: Full USPTO retrosynthesis dataset with 1.9M reactions from patents (1976-2016). Task: Predict the reactants needed to synthesize the given product. (1) The reactants are: FC1C=C2C(C(I)=CN2S(C2C=CC=CC=2)(=O)=O)=CC=1.C1(S([N:30]2[C:38]3[C:33](=[CH:34][CH:35]=[C:36]([F:39])[CH:37]=3)[C:32]([C:40]3[CH:41]=[CH:42][C:43]4[O:47][C:46]([CH2:48][NH:49][S:50]([CH3:53])(=[O:52])=[O:51])=[N:45][C:44]=4[CH:54]=3)=[CH:31]2)(=O)=O)C=CC=CC=1. Given the product [F:39][C:36]1[CH:37]=[C:38]2[C:33]([C:32]([C:40]3[CH:41]=[CH:42][C:43]4[O:47][C:46]([CH2:48][NH:49][S:50]([CH3:53])(=[O:52])=[O:51])=[N:45][C:44]=4[CH:54]=3)=[CH:31][NH:30]2)=[CH:34][CH:35]=1, predict the reactants needed to synthesize it. (2) Given the product [C:31]([OH:33])(=[O:32])[CH3:30].[C:1]([C:3]1[CH:4]=[C:5]([C:13]2[O:17][N:16]=[C:15]([C:18]3[CH:19]=[CH:20][C:21]4[CH2:27][N:26]([CH2:28][CH2:29][CH2:30][C:31]([OH:33])=[O:32])[CH2:25][CH2:24][CH2:23][C:22]=4[CH:36]=3)[N:14]=2)[CH:6]=[CH:7][C:8]=1[O:9][CH:10]([CH3:11])[CH3:12])#[N:2], predict the reactants needed to synthesize it. The reactants are: [C:1]([C:3]1[CH:4]=[C:5]([C:13]2[O:17][N:16]=[C:15]([C:18]3[CH:19]=[CH:20][C:21]4[CH2:27][N:26]([CH2:28][CH2:29][CH2:30][C:31]([O:33]CC)=[O:32])[CH2:25][CH2:24][CH2:23][C:22]=4[CH:36]=3)[N:14]=2)[CH:6]=[CH:7][C:8]=1[O:9][CH:10]([CH3:12])[CH3:11])#[N:2].[OH-].[Na+].O.CCOCC.